From a dataset of Peptide-MHC class II binding affinity with 134,281 pairs from IEDB. Regression. Given a peptide amino acid sequence and an MHC pseudo amino acid sequence, predict their binding affinity value. This is MHC class II binding data. (1) The peptide sequence is GAMRVTKDTNDNNLY. The MHC is DRB1_1101 with pseudo-sequence DRB1_1101. The binding affinity (normalized) is 0.354. (2) The MHC is DRB1_0301 with pseudo-sequence DRB1_0301. The peptide sequence is GIGVLLTWIGLNSKN. The binding affinity (normalized) is 0.275. (3) The peptide sequence is THMWFSRAVAQSILA. The MHC is DRB1_0901 with pseudo-sequence DRB1_0901. The binding affinity (normalized) is 0.613. (4) The peptide sequence is EAIIRILQQLLFIHF. The MHC is HLA-DPA10201-DPB10101 with pseudo-sequence HLA-DPA10201-DPB10101. The binding affinity (normalized) is 0.330.